From a dataset of Catalyst prediction with 721,799 reactions and 888 catalyst types from USPTO. Predict which catalyst facilitates the given reaction. (1) Reactant: Cl[S:2]([C:5]1[CH:6]=[C:7]2[C:11](=[CH:12][CH:13]=1)[NH:10][C:9](=[O:14])[CH2:8]2)(=[O:4])=[O:3].[NH:15]1[C:23]2[C:18](=[CH:19][CH:20]=[CH:21][CH:22]=2)[CH2:17][CH2:16]1.N1C=CC=CC=1. Product: [N:15]1([S:2]([C:5]2[CH:6]=[C:7]3[C:11](=[CH:12][CH:13]=2)[NH:10][C:9](=[O:14])[CH2:8]3)(=[O:4])=[O:3])[C:23]2[C:18](=[CH:19][CH:20]=[CH:21][CH:22]=2)[CH2:17][CH2:16]1. The catalyst class is: 1. (2) Reactant: [Br:1][C:2]1[CH:6]=[N:5][N:4]([CH3:7])[C:3]=1[NH:8][C:9]1[CH:14]=[CH:13][C:12](I)=[CH:11][CH:10]=1.[F:16][C:17]([F:28])([F:27])[C:18]1[CH:19]=[C:20](B(O)O)[CH:21]=[CH:22][CH:23]=1.C(=O)([O-])[O-].[Cs+].[Cs+].COCCOC. Product: [Br:1][C:2]1[CH:6]=[N:5][N:4]([CH3:7])[C:3]=1[NH:8][C:9]1[CH:14]=[CH:13][C:12]([C:22]2[CH:21]=[CH:20][CH:19]=[C:18]([C:17]([F:28])([F:27])[F:16])[CH:23]=2)=[CH:11][CH:10]=1. The catalyst class is: 690. (3) Reactant: [C-:1]#[N:2].[Na+].Br[CH2:5][CH2:6][CH2:7][O:8][C:9](=[O:31])[C:10]([C:13]1[CH:22]=[C:21]2[C:16]([C@@H:17]3[CH2:28][C:27]([CH3:29])=[CH:26][CH2:25][C@H:18]3[C:19]([CH3:24])([CH3:23])[O:20]2)=[C:15]([OH:30])[CH:14]=1)([CH3:12])[CH3:11]. Product: [C:1]([CH2:5][CH2:6][CH2:7][O:8][C:9](=[O:31])[C:10]([C:13]1[CH:22]=[C:21]2[C:16]([C@@H:17]3[CH2:28][C:27]([CH3:29])=[CH:26][CH2:25][C@H:18]3[C:19]([CH3:24])([CH3:23])[O:20]2)=[C:15]([OH:30])[CH:14]=1)([CH3:12])[CH3:11])#[N:2]. The catalyst class is: 16. (4) Reactant: [Cl:1][C:2]1[CH:3]=[C:4]([C:9]2([CH2:23][O:24]C3C=CC(OC)=CC=3)[O:15][CH2:14][CH2:13][N:12]([C:16]([O:18][C:19]([CH3:22])([CH3:21])[CH3:20])=[O:17])[CH2:11][CH2:10]2)[CH:5]=[CH:6][C:7]=1[Cl:8]. Product: [Cl:1][C:2]1[CH:3]=[C:4]([C:9]2([CH2:23][OH:24])[O:15][CH2:14][CH2:13][N:12]([C:16]([O:18][C:19]([CH3:20])([CH3:21])[CH3:22])=[O:17])[CH2:11][CH2:10]2)[CH:5]=[CH:6][C:7]=1[Cl:8]. The catalyst class is: 47. (5) Reactant: [Br:1][C:2]1[CH:3]=[CH:4][C:5]([F:12])=[C:6]([CH2:8][C:9]([OH:11])=[O:10])[CH:7]=1.Cl.[CH3:14]O. Product: [CH3:14][O:10][C:9](=[O:11])[CH2:8][C:6]1[CH:7]=[C:2]([Br:1])[CH:3]=[CH:4][C:5]=1[F:12]. The catalyst class is: 12. (6) Reactant: [OH-].[Na+].Cl.[CH:4]1([C:7]2[C:12]([C:13]3[CH:18]=[CH:17][C:16]([F:19])=[CH:15][CH:14]=3)=[C:11]([F:20])[C:10]([O:21][CH:22]([CH3:24])[CH3:23])=[C:9]([CH2:25][N:26]3[CH2:31][CH2:30][CH:29]([N:32]4[CH:37]=[CH:36][C:35]([C:38]([O:40]C)=[O:39])=[C:34]([CH3:42])[C:33]4=[O:43])[CH2:28][CH2:27]3)[CH:8]=2)[CH2:6][CH2:5]1.O. Product: [CH:4]1([C:7]2[C:12]([C:13]3[CH:14]=[CH:15][C:16]([F:19])=[CH:17][CH:18]=3)=[C:11]([F:20])[C:10]([O:21][CH:22]([CH3:24])[CH3:23])=[C:9]([CH2:25][N:26]3[CH2:27][CH2:28][CH:29]([N:32]4[CH:37]=[CH:36][C:35]([C:38]([OH:40])=[O:39])=[C:34]([CH3:42])[C:33]4=[O:43])[CH2:30][CH2:31]3)[CH:8]=2)[CH2:6][CH2:5]1. The catalyst class is: 5.